Regression. Given two drug SMILES strings and cell line genomic features, predict the synergy score measuring deviation from expected non-interaction effect. From a dataset of NCI-60 drug combinations with 297,098 pairs across 59 cell lines. (1) Drug 1: C1CN1P(=S)(N2CC2)N3CC3. Drug 2: CC1=C(N=C(N=C1N)C(CC(=O)N)NCC(C(=O)N)N)C(=O)NC(C(C2=CN=CN2)OC3C(C(C(C(O3)CO)O)O)OC4C(C(C(C(O4)CO)O)OC(=O)N)O)C(=O)NC(C)C(C(C)C(=O)NC(C(C)O)C(=O)NCCC5=NC(=CS5)C6=NC(=CS6)C(=O)NCCC[S+](C)C)O. Cell line: HS 578T. Synergy scores: CSS=21.4, Synergy_ZIP=-7.29, Synergy_Bliss=-4.52, Synergy_Loewe=-9.94, Synergy_HSA=1.70. (2) Drug 1: CCC1=CC2CC(C3=C(CN(C2)C1)C4=CC=CC=C4N3)(C5=C(C=C6C(=C5)C78CCN9C7C(C=CC9)(C(C(C8N6C)(C(=O)OC)O)OC(=O)C)CC)OC)C(=O)OC.C(C(C(=O)O)O)(C(=O)O)O. Drug 2: CC1C(C(CC(O1)OC2CC(OC(C2O)C)OC3=CC4=CC5=C(C(=O)C(C(C5)C(C(=O)C(C(C)O)O)OC)OC6CC(C(C(O6)C)O)OC7CC(C(C(O7)C)O)OC8CC(C(C(O8)C)O)(C)O)C(=C4C(=C3C)O)O)O)O. Cell line: PC-3. Synergy scores: CSS=39.2, Synergy_ZIP=-0.239, Synergy_Bliss=2.34, Synergy_Loewe=-3.24, Synergy_HSA=2.19. (3) Drug 1: C1=CC=C(C=C1)NC(=O)CCCCCCC(=O)NO. Drug 2: CCC1(C2=C(COC1=O)C(=O)N3CC4=CC5=C(C=CC(=C5CN(C)C)O)N=C4C3=C2)O.Cl. Cell line: BT-549. Synergy scores: CSS=13.2, Synergy_ZIP=1.11, Synergy_Bliss=1.42, Synergy_Loewe=-8.00, Synergy_HSA=0.267.